Task: Predict the reactants needed to synthesize the given product.. Dataset: Full USPTO retrosynthesis dataset with 1.9M reactions from patents (1976-2016) (1) Given the product [Si:5]([O:6][CH2:7][C@@:8]([CH3:11])([OH:9])[CH2:10][NH:17][CH2:16][CH2:14][OH:15])([C:1]([CH3:4])([CH3:3])[CH3:2])([CH3:13])[CH3:12], predict the reactants needed to synthesize it. The reactants are: [C:1]([Si:5]([CH3:13])([CH3:12])[O:6][CH2:7][C@:8]1([CH3:11])[CH2:10][O:9]1)([CH3:4])([CH3:3])[CH3:2].[CH2:14]([CH2:16][NH2:17])[OH:15]. (2) Given the product [CH3:1][O:2][C:3]1[CH:4]=[C:5]([CH2:10][C@@H:11]2[C@@H:16]([CH2:17][C:18]3[CH:19]=[CH:20][C:21]([OH:26])=[C:22]([O:24][CH3:25])[CH:23]=3)[C:14](=[O:15])[O:13][CH2:12]2)[CH:6]=[CH:7][C:8]=1[OH:9].[C:27]([O-:32])(=[O:33])[CH2:28][CH2:29][C:30]([O-:2])=[O:31], predict the reactants needed to synthesize it. The reactants are: [CH3:1][O:2][C:3]1[CH:4]=[C:5]([CH2:10][C@@H:11]2[C@@H:16]([CH2:17][C:18]3[CH:19]=[CH:20][C:21]([OH:26])=[C:22]([O:24][CH3:25])[CH:23]=3)[C:14](=[O:15])[O:13][CH2:12]2)[CH:6]=[CH:7][C:8]=1[OH:9].[C:27]1(=[O:33])[O:32][C:30](=[O:31])[CH2:29][CH2:28]1. (3) Given the product [C:1]([Si:5]([CH3:22])([CH3:21])[O:6][C@@H:7]([CH2:14]/[CH:15]=[C:16](/[CH3:20])\[CH2:17][CH:18]=[CH2:19])[C:8](=[O:9])[CH3:23])([CH3:4])([CH3:3])[CH3:2], predict the reactants needed to synthesize it. The reactants are: [C:1]([Si:5]([CH3:22])([CH3:21])[O:6][C@@H:7]([CH2:14]/[CH:15]=[C:16](/[CH3:20])\[CH2:17][CH:18]=[CH2:19])[C:8](N(OC)C)=[O:9])([CH3:4])([CH3:3])[CH3:2].[CH3:23][Mg]Cl. (4) Given the product [F:22][C:14]1[C:15](=[O:21])[N:16]2[C:20](=[C:12]([C:10]([NH:9][O:8][CH2:7][CH2:6][OH:5])=[O:11])[C:13]=1[NH:23][C:24]1[CH:29]=[CH:28][C:27]([I:30])=[CH:26][C:25]=1[F:31])[CH2:19][CH2:18][CH2:17]2, predict the reactants needed to synthesize it. The reactants are: C([O:5][CH2:6][CH2:7][O:8][NH:9][C:10]([C:12]1[C:13]([NH:23][C:24]2[CH:29]=[CH:28][C:27]([I:30])=[CH:26][C:25]=2[F:31])=[C:14]([F:22])[C:15](=[O:21])[N:16]2[C:20]=1[CH2:19][CH2:18][CH2:17]2)=[O:11])(C)(C)C.